This data is from Forward reaction prediction with 1.9M reactions from USPTO patents (1976-2016). The task is: Predict the product of the given reaction. Given the reactants Br[C:2]1[CH:7]=[CH:6][CH:5]=[CH:4][C:3]=1[C:8]1[N:9]([CH2:23][C:24]2[CH:29]=[CH:28][C:27]([C:30]([CH3:33])([CH3:32])[CH3:31])=[CH:26][CH:25]=2)[C:10](=[O:22])[C:11]([C:15]([NH:17][CH2:18][C:19]([OH:21])=[O:20])=[O:16])=[C:12]([OH:14])[N:13]=1.[F:34][C:35]1[CH:36]=[C:37](B(O)O)[CH:38]=[C:39]([F:41])[CH:40]=1.C(=O)([O-])[O-].[Na+].[Na+].Cl, predict the reaction product. The product is: [F:34][C:35]1[CH:36]=[C:37]([C:2]2[CH:7]=[CH:6][CH:5]=[CH:4][C:3]=2[C:8]2[N:9]([CH2:23][C:24]3[CH:29]=[CH:28][C:27]([C:30]([CH3:33])([CH3:32])[CH3:31])=[CH:26][CH:25]=3)[C:10](=[O:22])[C:11]([C:15]([NH:17][CH2:18][C:19]([OH:21])=[O:20])=[O:16])=[C:12]([OH:14])[N:13]=2)[CH:38]=[C:39]([F:41])[CH:40]=1.